This data is from Forward reaction prediction with 1.9M reactions from USPTO patents (1976-2016). The task is: Predict the product of the given reaction. (1) The product is: [CH3:10][O:9][CH2:8][C:5]1[N:6]=[CH:7][C:2]([B:11]([OH:15])[OH:12])=[CH:3][CH:4]=1. Given the reactants Br[C:2]1[CH:3]=[CH:4][C:5]([CH2:8][O:9][CH3:10])=[N:6][CH:7]=1.[B:11]1(B2OC(C)(C)C(C)(C)O2)[O:15]C(C)(C)C(C)(C)[O:12]1.C([O-])(=O)C.[K+].C1(P(C2CCCCC2)C2CCCCC2)CCCCC1, predict the reaction product. (2) Given the reactants [F:1][C:2]1[C:3]([O:17]C)=[CH:4][C:5]2[O:9][C:8]3[CH:10]=[CH:11][C:12]([C:14]#[N:15])=[CH:13][C:7]=3[C:6]=2[CH:16]=1.Cl.N1C=CC=CC=1.[OH-].[Na+], predict the reaction product. The product is: [F:1][C:2]1[C:3]([OH:17])=[CH:4][C:5]2[O:9][C:8]3[CH:10]=[CH:11][C:12]([C:14]#[N:15])=[CH:13][C:7]=3[C:6]=2[CH:16]=1. (3) Given the reactants Br[C:2]1[C:3]([F:9])=[N:4][CH:5]=[C:6]([F:8])[CH:7]=1.C([O-])([O-])=O.[Na+].[Na+].CC1(C)C(C)(C)OB([C:24]2[CH2:25][CH2:26][O:27][CH2:28][CH:29]=2)O1, predict the reaction product. The product is: [O:27]1[CH2:26][CH:25]=[C:24]([C:2]2[C:3]([F:9])=[N:4][CH:5]=[C:6]([F:8])[CH:7]=2)[CH2:29][CH2:28]1. (4) Given the reactants O[CH2:2][C@@H:3]([NH2:8])[CH:4]([CH3:7])[CH2:5][CH3:6].COC(=O)[C@H]([C@H](CC)C)N.OCCN.[CH3:23][O:24][C:25]([C:27]1[CH:32]=[CH:31][C:30]([N:33]=[C:34]=[S:35])=[C:29]([CH3:36])[CH:28]=1)=[O:26], predict the reaction product. The product is: [CH3:23][O:24][C:25]([C:27]1[CH:32]=[CH:31][C:30]([N:33]=[C:34]2[NH:8][C@@H:3]([CH:4]([CH2:5][CH3:6])[CH3:7])[CH2:2][S:35]2)=[C:29]([CH3:36])[CH:28]=1)=[O:26]. (5) Given the reactants C(OC(=O)[NH:7][C:8]1[CH:13]=[C:12]([CH2:14][NH:15][CH:16]2[CH2:21][CH2:20][N:19]([CH2:22][CH2:23][N:24]3[C:33]4[C:28](=[CH:29][CH:30]=[C:31]([O:34][CH3:35])[CH:32]=4)[N:27]=[CH:26][C:25]3=[O:36])[CH2:18][CH2:17]2)[CH:11]=[CH:10][C:9]=1[CH3:37])(C)(C)C.[ClH:39].C(OCC)(=O)C, predict the reaction product. The product is: [ClH:39].[NH2:7][C:8]1[CH:13]=[C:12]([CH:11]=[CH:10][C:9]=1[CH3:37])[CH2:14][NH:15][CH:16]1[CH2:21][CH2:20][N:19]([CH2:22][CH2:23][N:24]2[C:33]3[C:28](=[CH:29][CH:30]=[C:31]([O:34][CH3:35])[CH:32]=3)[N:27]=[CH:26][C:25]2=[O:36])[CH2:18][CH2:17]1.